This data is from CYP2D6 inhibition data for predicting drug metabolism from PubChem BioAssay. The task is: Regression/Classification. Given a drug SMILES string, predict its absorption, distribution, metabolism, or excretion properties. Task type varies by dataset: regression for continuous measurements (e.g., permeability, clearance, half-life) or binary classification for categorical outcomes (e.g., BBB penetration, CYP inhibition). Dataset: cyp2d6_veith. The drug is COc1ccc(CNC(=O)C2CCN(C(=O)N3CCOc4ccc(C)cc43)CC2)cc1. The result is 1 (inhibitor).